Dataset: Catalyst prediction with 721,799 reactions and 888 catalyst types from USPTO. Task: Predict which catalyst facilitates the given reaction. Reactant: [NH:1]1[CH2:6][CH2:5][CH:4]([NH:7][C:8]([C:10]2[C:11]([CH2:16][O:17]C(C)(C)C)=[N:12][NH:13][C:14]=2[CH3:15])=[O:9])[CH2:3][CH2:2]1.FC(F)(F)C(O)=O. Product: [NH:1]1[CH2:6][CH2:5][CH:4]([NH:7][C:8]([C:10]2[C:11]([CH2:16][OH:17])=[N:12][NH:13][C:14]=2[CH3:15])=[O:9])[CH2:3][CH2:2]1. The catalyst class is: 2.